This data is from NCI-60 drug combinations with 297,098 pairs across 59 cell lines. The task is: Regression. Given two drug SMILES strings and cell line genomic features, predict the synergy score measuring deviation from expected non-interaction effect. Drug 1: C1CCC(C(C1)N)N.C(=O)(C(=O)[O-])[O-].[Pt+4]. Drug 2: COCCOC1=C(C=C2C(=C1)C(=NC=N2)NC3=CC=CC(=C3)C#C)OCCOC.Cl. Cell line: 786-0. Synergy scores: CSS=16.6, Synergy_ZIP=-9.19, Synergy_Bliss=-2.58, Synergy_Loewe=-2.32, Synergy_HSA=-0.714.